This data is from Forward reaction prediction with 1.9M reactions from USPTO patents (1976-2016). The task is: Predict the product of the given reaction. (1) The product is: [Cl:29][C:23]1[CH:24]=[CH:25][CH:26]=[C:27]([Cl:28])[C:22]=1[C:20]([NH:19][C@H:18]([C:30]([O:32][CH3:33])=[O:31])[CH2:17][C:16]1[CH:34]=[CH:35][C:13]([O:12][CH2:11][CH2:10][CH2:9][NH:8][C:36]2[CH:41]=[CH:40][C:39]([O:42][CH3:43])=[CH:38][N:37]=2)=[CH:14][CH:15]=1)=[O:21]. Given the reactants C(OC([N:8]([C:36]1[CH:41]=[CH:40][C:39]([O:42][CH3:43])=[CH:38][N:37]=1)[CH2:9][CH2:10][CH2:11][O:12][C:13]1[CH:35]=[CH:34][C:16]([CH2:17][C@@H:18]([C:30]([O:32][CH3:33])=[O:31])[NH:19][C:20]([C:22]2[C:27]([Cl:28])=[CH:26][CH:25]=[CH:24][C:23]=2[Cl:29])=[O:21])=[CH:15][CH:14]=1)=O)(C)(C)C.C(O)(C(F)(F)F)=O, predict the reaction product. (2) Given the reactants [OH:1][C:2]1[CH:7]=[CH:6][C:5]([N:8]2[CH2:13][CH2:12][N:11]([C:14](=[O:16])[CH3:15])[CH2:10][CH2:9]2)=[CH:4][CH:3]=1.[Cl:17][C:18]1[C:50]([CH3:51])=[CH:49][C:21]([O:22][CH2:23][CH2:24][CH2:25][C:26]2[C:34]3[C:29](=[C:30]([C:35]4[C:36]([CH2:42]O)=[N:37][N:38]([CH3:41])[C:39]=4[CH3:40])[CH:31]=[CH:32][CH:33]=3)[NH:28][C:27]=2[C:44]([O:46][CH2:47][CH3:48])=[O:45])=[CH:20][C:19]=1[CH3:52], predict the reaction product. The product is: [C:14]([N:11]1[CH2:10][CH2:9][N:8]([C:5]2[CH:4]=[CH:3][C:2]([O:1][CH2:42][C:36]3[C:35]([C:30]4[CH:31]=[CH:32][CH:33]=[C:34]5[C:29]=4[NH:28][C:27]([C:44]([O:46][CH2:47][CH3:48])=[O:45])=[C:26]5[CH2:25][CH2:24][CH2:23][O:22][C:21]4[CH:49]=[C:50]([CH3:51])[C:18]([Cl:17])=[C:19]([CH3:52])[CH:20]=4)=[C:39]([CH3:40])[N:38]([CH3:41])[N:37]=3)=[CH:7][CH:6]=2)[CH2:13][CH2:12]1)(=[O:16])[CH3:15]. (3) Given the reactants [CH3:1][O:2][CH2:3][C@@H:4]([NH:6][C:7]1[CH:8]=[N:9][C:10]([C:14]2[CH:19]=[CH:18][C:17]([O:20][C:21]([F:24])([F:23])[F:22])=[CH:16][C:15]=2[O:25][CH3:26])=[C:11]([CH3:13])[CH:12]=1)[CH3:5].C1C(=O)N([Br:34])C(=O)C1, predict the reaction product. The product is: [Br:34][C:8]1[C:7]([NH:6][C@@H:4]([CH3:5])[CH2:3][O:2][CH3:1])=[CH:12][C:11]([CH3:13])=[C:10]([C:14]2[CH:19]=[CH:18][C:17]([O:20][C:21]([F:22])([F:23])[F:24])=[CH:16][C:15]=2[O:25][CH3:26])[N:9]=1. (4) Given the reactants [CH2:1]([C:9]1[CH:14]=[CH:13][C:12]([CH2:15][NH2:16])=[CH:11][CH:10]=1)[CH2:2][CH2:3][CH2:4][CH2:5][CH2:6][CH2:7][CH3:8].C(OC(N1CC[C@H](O)[C@H]1C(O)=O)=O)(C)(C)C, predict the reaction product. The product is: [CH2:1]([C:9]1[CH:10]=[CH:11][C:12]([C:15]#[N:16])=[CH:13][CH:14]=1)[CH2:2][CH2:3][CH2:4][CH2:5][CH2:6][CH2:7][CH3:8]. (5) The product is: [C:1]([O:5][C@@H:6]([C:12]1[C:13]([CH3:43])=[N:14][C:15]([CH3:42])=[C:16]([C:26]2[CH:27]=[CH:28][C:29]([O:32][CH2:33][C:34]3[CH:35]=[CH:36][C:37]([O:40][CH3:41])=[CH:38][CH:39]=3)=[CH:30][CH:31]=2)[C:17]=1[N:18]1[CH2:19][CH2:20][C:21]([CH3:25])([CH3:24])[CH2:22][CH2:23]1)[C:7]([OH:9])=[O:8])([CH3:4])([CH3:3])[CH3:2]. Given the reactants [C:1]([O:5][C@@H:6]([C:12]1[C:13]([CH3:43])=[N:14][C:15]([CH3:42])=[C:16]([C:26]2[CH:31]=[CH:30][C:29]([O:32][CH2:33][C:34]3[CH:39]=[CH:38][C:37]([O:40][CH3:41])=[CH:36][CH:35]=3)=[CH:28][CH:27]=2)[C:17]=1[N:18]1[CH2:23][CH2:22][C:21]([CH3:25])([CH3:24])[CH2:20][CH2:19]1)[C:7]([O:9]CC)=[O:8])([CH3:4])([CH3:3])[CH3:2].[Li+].[OH-], predict the reaction product.